Dataset: Full USPTO retrosynthesis dataset with 1.9M reactions from patents (1976-2016). Task: Predict the reactants needed to synthesize the given product. (1) Given the product [CH2:13]([C:17]1[N:18]=[C:19]([CH3:46])[N:20]([CH2:39][C:40]2[CH:45]=[N:44][CH:43]=[CH:42][N:41]=2)[C:21](=[O:38])[C:22]=1[CH2:23][C:24]1[CH:25]=[CH:26][C:27]([C:30]2[CH:35]=[CH:34][CH:33]=[CH:32][C:31]=2[C:36]2[NH:3][C:4](=[O:7])[O:5][N:37]=2)=[CH:28][CH:29]=1)[CH2:14][CH2:15][CH3:16], predict the reactants needed to synthesize it. The reactants are: [Cl-].O[NH3+:3].[C:4](=[O:7])([O-])[OH:5].[Na+].CS(C)=O.[CH2:13]([C:17]1[N:18]=[C:19]([CH3:46])[N:20]([CH2:39][C:40]2[CH:45]=[N:44][CH:43]=[CH:42][N:41]=2)[C:21](=[O:38])[C:22]=1[CH2:23][C:24]1[CH:29]=[CH:28][C:27]([C:30]2[C:31]([C:36]#[N:37])=[CH:32][CH:33]=[CH:34][CH:35]=2)=[CH:26][CH:25]=1)[CH2:14][CH2:15][CH3:16]. (2) Given the product [F:19][C:20]([F:24])([F:23])[CH2:21][S:16][C:14]1[CH:15]=[C:10]([C:11]([F:18])=[CH:12][C:13]=1[CH3:17])[NH2:9], predict the reactants needed to synthesize it. The reactants are: [OH-].[K+].OCS([O-])=O.[Na+].[NH2:9][C:10]1[C:11]([F:18])=[CH:12][C:13]([CH3:17])=[C:14]([SH:16])[CH:15]=1.[F:19][C:20]([F:24])([F:23])[CH2:21]I. (3) Given the product [CH3:1][CH:2]([CH3:32])[CH2:3][C@H:4]([NH:21][C:22]1[CH:31]=[CH:30][C:25]([C:26]([OH:28])=[O:27])=[CH:24][N:23]=1)[C:5]1[CH:6]=[CH:7][C:8]([C:11]2[CH:16]=[CH:15][C:14]([C:17]([F:20])([F:18])[F:19])=[CH:13][N:12]=2)=[CH:9][CH:10]=1, predict the reactants needed to synthesize it. The reactants are: [CH3:1][CH:2]([CH3:32])[CH2:3][C@H:4]([NH:21][C:22]1[CH:31]=[CH:30][C:25]([C:26]([O:28]C)=[O:27])=[CH:24][N:23]=1)[C:5]1[CH:10]=[CH:9][C:8]([C:11]2[CH:16]=[CH:15][C:14]([C:17]([F:20])([F:19])[F:18])=[CH:13][N:12]=2)=[CH:7][CH:6]=1.O1CCCC1.[OH-].[Li+].